From a dataset of Experimentally validated miRNA-target interactions with 360,000+ pairs, plus equal number of negative samples. Binary Classification. Given a miRNA mature sequence and a target amino acid sequence, predict their likelihood of interaction. (1) The miRNA is mmu-miR-301b-3p with sequence CAGUGCAAUGGUAUUGUCAAAGC. Result: 1 (interaction). The protein sequence of the target gene is MKAGKSERERSGRRRHRSGDALTTVVVKQERLSPEPVAHRRPDAPAASLSPPAAEPGHSGHRGSRARSPAKKKSKSSGRRSKSPRTKRSQSPHYPMVKVKQEREDHPRRGREDRQHREPSEQEHRRARNSERDRHRGHSRQGRSSDERPVSGQDRDRDSQNLQAQEEERDFHNARRREHRQQNESAGSEAQEVIPRPAGNRSKEVPVKEKPSFELSGALLEDTNTFRGVVIKYSEPPEARIPKKRWRLYPFKNDEVLPVMYIHRQSAYLLGRHRRIADIPIDHPSCSKQHAVFQYRLVEY.... (2) The miRNA is hsa-miR-16-5p with sequence UAGCAGCACGUAAAUAUUGGCG. The protein sequence of the target gene is MLLSLVLHTYSMRYLLPSVVLLGTAPTYVLAWGVWRLLSAFLPARFYQALDDRLYCVYQSMVLFFFENYTGVQILLYGDLPKNKENIIYLANHQSTVDWIVADILAIRQNALGHVRYVLKEGLKWLPLYGCYFAQHGGIYVKRSAKFNEKEMRNKLQSYVDAGTPMYLVIFPEGTRYNPEQTKVLSASQAFAAQRGLAVLKHVLTPRIKATHVAFDCMKNYLDAIYDVTVVYEGKDDGGQRRESPTMTEFLCKECPKIHIHIDRIDKKDVPEEQEHMRRWLHERFEIKDKMLIEFYESPD.... Result: 1 (interaction). (3) The miRNA is mmu-miR-151-5p with sequence UCGAGGAGCUCACAGUCUAGU. The protein sequence of the target gene is MMTAKAVDKIPVTLSGFMHQLPDSLYPVEDLAASSVTIFPNGELGGPFDQMNGVAGDGMINIDMTGEKRPLDLPYPSSFAPISAPRNQTFTYMGKFSIDPQYPGASCYPEGIINIVSAGILQGVTPPASTTASSSVTSASPNPLATGPLGVCTMSQTQPELDHLYSPPPPPPPYSGCTGDLYQDPSAFLSPPSTTSTSSLAYQPPPSYPSPKPAMDPGLIPMIPDYPGFFPSPCQRDPHGAAGPDRKPFPCPLDSLRVPPPLTPLSTIRNFTLGGPGAGVTGPGASGGGEGPRLPGSGSA.... Result: 0 (no interaction). (4) Result: 0 (no interaction). The miRNA is mmu-miR-7685-5p with sequence ACCUUCCGGUUUCUUCAAGUCUCC. The protein sequence of the target gene is MVRPLNPRPLPPVVLMLLLLLPPSPLPLAAGDPLPTESRLMNSCLQARRKCQADPTCSAAYHHLDSCTSSISTPLPSEEPSVPADCLEAAQQLRNSSLIGCMCHRRMKNQVACLDIYWTVHRARSLGNYELDVSPYEDTVTSKPWKMNLSKLNMLKPDSDLCLKFAMLCTLNDKCDRLRKAYGEACSGPHCQRHVCLRQLLTFFEKAAEPHAQGLLLCPCAPNDRGCGERRRNTIAPNCALPPVAPNCLELRRLCFSDPLCRSRLVDFQTHCHPMDILGTCATEQSRCLRAYLGLIGTAM.... (5) The miRNA is mmu-miR-466m-5p with sequence UGUGUGCAUGUGCAUGUGUGUAU. The protein sequence of the target gene is MTADKEKKRSSSELRKEKSRDAARCRRSKETEVFYELAHELPLPHSVSSHLDKASIMRLAISFLRTHKLLSSVCSENESEAEADQQMDNLYLKALEGFIAVVTQDGDMIFLSENISKFMGLTQVELTGHSIFDFTHPCDHEEIRENLTLKNGSGFGKKSKDVSTERDFFMRMKCTVTNRGRTVNLKSATWKVLHCTGQVRVYNNCPPHSSLCGSKEPLLSCLIIMCEPIQHPSHMDIPLDSKTFLSRHSMDMKFTYCDDRILELIGYHPEELLGRSAYEFYHALDSENMTKSHQNLCTKG.... Result: 1 (interaction). (6) The miRNA is rno-miR-7a-5p with sequence UGGAAGACUAGUGAUUUUGUUGU. The protein sequence of the target gene is MMNFLRRRLSDSSFIANLPNGYMTDLQRPEPQQPPPAPGPGAATASAATSAASPGPERRPPPAQAPAPQPAPQPAPTPSVGSSFFSSLSQAVKQTAASAGLVDAPAPSAASRKAKVLLVVDEPHTDWAKCFRGKKILGDYDIKVEQAEFSELNLVAHADGTYAVDMQVLRNGTKVVRSFRPDFVLIRQHAFGMAENEDFRHLVIGMQYAGLPSINSLESIYNFCDKPWVFAQMVAIFKTLGGEKFPLIEQTYYPNHREMLTLPTFPVVVKIGHAHSGMGKVKVENHYDFQDIASVVALTQ.... Result: 0 (no interaction).